Dataset: NCI-60 drug combinations with 297,098 pairs across 59 cell lines. Task: Regression. Given two drug SMILES strings and cell line genomic features, predict the synergy score measuring deviation from expected non-interaction effect. (1) Drug 1: C1=NC(=NC(=O)N1C2C(C(C(O2)CO)O)O)N. Drug 2: CCCCC(=O)OCC(=O)C1(CC(C2=C(C1)C(=C3C(=C2O)C(=O)C4=C(C3=O)C=CC=C4OC)O)OC5CC(C(C(O5)C)O)NC(=O)C(F)(F)F)O. Cell line: NCI-H226. Synergy scores: CSS=28.6, Synergy_ZIP=3.90, Synergy_Bliss=7.27, Synergy_Loewe=0.428, Synergy_HSA=0.291. (2) Drug 1: C#CCC(CC1=CN=C2C(=N1)C(=NC(=N2)N)N)C3=CC=C(C=C3)C(=O)NC(CCC(=O)O)C(=O)O. Drug 2: C1CCC(C(C1)N)N.C(=O)(C(=O)[O-])[O-].[Pt+4]. Cell line: HOP-92. Synergy scores: CSS=11.2, Synergy_ZIP=-4.18, Synergy_Bliss=-2.86, Synergy_Loewe=1.97, Synergy_HSA=-0.566. (3) Drug 1: CC1CCCC2(C(O2)CC(NC(=O)CC(C(C(=O)C(C1O)C)(C)C)O)C(=CC3=CSC(=N3)C)C)C. Drug 2: N.N.Cl[Pt+2]Cl. Cell line: CCRF-CEM. Synergy scores: CSS=72.7, Synergy_ZIP=-0.758, Synergy_Bliss=-1.45, Synergy_Loewe=-4.37, Synergy_HSA=0.402. (4) Drug 1: C#CCC(CC1=CN=C2C(=N1)C(=NC(=N2)N)N)C3=CC=C(C=C3)C(=O)NC(CCC(=O)O)C(=O)O. Drug 2: C1=NNC2=C1C(=O)NC=N2. Cell line: NCI/ADR-RES. Synergy scores: CSS=6.33, Synergy_ZIP=0.778, Synergy_Bliss=4.33, Synergy_Loewe=3.87, Synergy_HSA=2.27. (5) Drug 1: CN(C)C1=NC(=NC(=N1)N(C)C)N(C)C. Drug 2: COCCOC1=C(C=C2C(=C1)C(=NC=N2)NC3=CC=CC(=C3)C#C)OCCOC.Cl. Cell line: HS 578T. Synergy scores: CSS=-6.82, Synergy_ZIP=3.11, Synergy_Bliss=0.455, Synergy_Loewe=-7.84, Synergy_HSA=-6.81.